Dataset: Experimentally validated miRNA-target interactions with 360,000+ pairs, plus equal number of negative samples. Task: Binary Classification. Given a miRNA mature sequence and a target amino acid sequence, predict their likelihood of interaction. The miRNA is hsa-miR-3972 with sequence CUGCCAGCCCCGUUCCAGGGCA. The protein sequence of the target gene is MGFVRQIQLLLWKNWTLRKRQKIRFVVELVWPLSLFLVLIWLRNANPLYSHHECHFPNKAMPSAGMLPWLQGIFCNVNNPCFQSPTPGESPGIVSNYNNSILARVYRDFQELLMNAPESQHLGRIWTELHILSQFMDTLRTHPERIAGRGIRIRDILKDEETLTLFLIKNIGLSDSVVYLLINSQVRPEQFAHGVPDLALKDIACSEALLERFIIFSQRRGAKTVRYALCSLSQGTLQWIEDTLYANVDFFKLFRVLPTLLDSRSQGINLRSWGGILSDMSPRIQEFIHRPSMQDLLWVT.... Result: 0 (no interaction).